From a dataset of Tyrosyl-DNA phosphodiesterase HTS with 341,365 compounds. Binary Classification. Given a drug SMILES string, predict its activity (active/inactive) in a high-throughput screening assay against a specified biological target. The molecule is O=C(N(C(c1ccccc1)C(=O)NCc1occc1)Cc1cccnc1)Cn1nnc2c1cccc2. The result is 0 (inactive).